Dataset: Forward reaction prediction with 1.9M reactions from USPTO patents (1976-2016). Task: Predict the product of the given reaction. (1) The product is: [CH3:1][N:2]1[C:10]2[C:5](=[CH:6][CH:7]=[CH:8][CH:9]=2)[C:4]([CH3:11])=[C:3]1[CH2:12][N:13]([CH3:14])[C:22](=[O:25])[CH:23]=[CH2:24]. Given the reactants [CH3:1][N:2]1[C:10]2[C:5](=[CH:6][CH:7]=[CH:8][CH:9]=2)[C:4]([CH3:11])=[C:3]1[CH2:12][NH:13][CH3:14].CCN(CC)CC.[C:22](Cl)(=[O:25])[CH:23]=[CH2:24], predict the reaction product. (2) Given the reactants [NH2:1][C:2]1[C:10]([C:11]([F:14])([F:13])[F:12])=[CH:9][C:5]([C:6]([OH:8])=[O:7])=[CH:4][CH:3]=1.S(Cl)([Cl:18])(=O)=O, predict the reaction product. The product is: [NH2:1][C:2]1[C:10]([C:11]([F:12])([F:13])[F:14])=[CH:9][C:5]([C:6]([OH:8])=[O:7])=[CH:4][C:3]=1[Cl:18]. (3) Given the reactants ClC[CH2:3][CH2:4][CH2:5][C:6]1[CH:11]=[CH:10][C:9]([C:12]([C:14]2[N:22]3[C:17]([CH:18]=[C:19]([C:23]([O:25][CH:26]([CH3:28])[CH3:27])=[O:24])[CH:20]=[CH:21]3)=[CH:16][C:15]=2[CH2:29][CH3:30])=[O:13])=[CH:8][CH:7]=1.[C:31]([NH2:35])([CH3:34])([CH3:33])[CH3:32].CCOC(C)=O.CCOCC, predict the reaction product. The product is: [C:31]([NH:35][CH2:3][CH2:4][CH2:5][C:6]1[CH:7]=[CH:8][C:9]([C:12]([C:14]2[N:22]3[C:17]([CH:18]=[C:19]([C:23]([O:25][CH:26]([CH3:28])[CH3:27])=[O:24])[CH:20]=[CH:21]3)=[CH:16][C:15]=2[CH2:29][CH3:30])=[O:13])=[CH:10][CH:11]=1)([CH3:34])([CH3:33])[CH3:32]. (4) Given the reactants [Br:1][C:2]1[N:11]=[C:10]([C:12]([O:14]C)=O)[C:9]([OH:16])=[C:8]2[C:3]=1[CH:4]=[CH:5][CH:6]=[N:7]2.[CH3:17][S:18]([C:21]1[CH:26]=[CH:25][CH:24]=[CH:23][C:22]=1[CH2:27][NH2:28])(=[O:20])=[O:19], predict the reaction product. The product is: [Br:1][C:2]1[N:11]=[C:10]([C:12]([NH:28][CH2:27][C:22]2[CH:23]=[CH:24][CH:25]=[CH:26][C:21]=2[S:18]([CH3:17])(=[O:20])=[O:19])=[O:14])[C:9]([OH:16])=[C:8]2[C:3]=1[CH:4]=[CH:5][CH:6]=[N:7]2. (5) Given the reactants S(=O)(=O)(O)O.[CH2:6]([CH:8]([CH2:11][CH3:12])[CH:9]=O)[CH3:7].[CH2:13]([O:20][C:21]1[CH:26]=[CH:25][C:24]([F:27])=[CH:23][C:22]=1[NH:28]N)[C:14]1[CH:19]=[CH:18][CH:17]=[CH:16][CH:15]=1.[BH4-].[Na+], predict the reaction product. The product is: [CH2:13]([O:20][C:21]1[CH:26]=[CH:25][C:24]([F:27])=[C:23]2[C:22]=1[NH:28][CH2:9][C:8]2([CH2:11][CH3:12])[CH2:6][CH3:7])[C:14]1[CH:19]=[CH:18][CH:17]=[CH:16][CH:15]=1. (6) Given the reactants [OH:1][C:2]1([C:29]([F:32])([F:31])[F:30])[C:14]2[CH:13]=[C:12]([CH3:15])[CH:11]=[C:10]([C:16]3[CH:17]=[N:18][N:19]([CH2:21][C:22](OC(C)(C)C)=[O:23])[CH:20]=3)[C:9]=2[C:8]2[C:3]1=[CH:4][CH:5]=[CH:6][CH:7]=2.[CH2:33]=[O:34].[F-].C([N+](CCCC)(CCCC)CCCC)CCC.Cl.CN(C)[CH:56]=[O:57], predict the reaction product. The product is: [OH:34][CH2:33][C:21]([N:19]1[CH:20]=[C:16]([C:10]2[C:9]3[C:8]4[C:3](=[CH:4][CH:5]=[CH:6][CH:7]=4)[C:2]([OH:1])([C:29]([F:30])([F:32])[F:31])[C:14]=3[CH:13]=[C:12]([CH3:15])[CH:11]=2)[CH:17]=[N:18]1)([CH2:22][OH:23])[CH2:56][OH:57]. (7) Given the reactants Br[C:2]1[CH:14]=[CH:13][CH:12]=[CH:11][C:3]=1[O:4][C@H:5]1[CH2:10][CH2:9][CH2:8][NH:7][CH2:6]1.[F:15][C:16]1[CH:21]=[C:20](B2OC(C)(C)C(C)(C)O2)[CH:19]=[CH:18][C:17]=1[C:31]1[CH:32]=[N:33][C:34]([NH2:37])=[N:35][CH:36]=1, predict the reaction product. The product is: [F:15][C:16]1[CH:21]=[C:20]([C:2]2[CH:14]=[CH:13][CH:12]=[CH:11][C:3]=2[O:4][C@H:5]2[CH2:10][CH2:9][CH2:8][NH:7][CH2:6]2)[CH:19]=[CH:18][C:17]=1[C:31]1[CH:36]=[N:35][C:34]([NH2:37])=[N:33][CH:32]=1.